Predict the reactants needed to synthesize the given product. From a dataset of Full USPTO retrosynthesis dataset with 1.9M reactions from patents (1976-2016). (1) Given the product [CH2:12]([O:14][C:15]([C:17]1[S:32][C:20]2=[N:21][C:22]([C:26]3[CH:27]=[CH:28][CH:29]=[CH:30][CH:31]=3)=[CH:23][C:24]([CH3:25])=[C:19]2[C:18]=1[NH:33][C:10]([NH:9][C:1](=[O:8])[C:2]1[CH:7]=[CH:6][CH:5]=[CH:4][CH:3]=1)=[S:11])=[O:16])[CH3:13], predict the reactants needed to synthesize it. The reactants are: [C:1]([N:9]=[C:10]=[S:11])(=[O:8])[C:2]1[CH:7]=[CH:6][CH:5]=[CH:4][CH:3]=1.[CH2:12]([O:14][C:15]([C:17]1[S:32][C:20]2=[N:21][C:22]([C:26]3[CH:31]=[CH:30][CH:29]=[CH:28][CH:27]=3)=[CH:23][C:24]([CH3:25])=[C:19]2[C:18]=1[NH2:33])=[O:16])[CH3:13]. (2) Given the product [F:33][C:32]([F:35])([F:34])[C:30]([OH:36])=[O:31].[CH3:28][O:27][C:25](=[O:26])[C:22]1[CH:23]=[CH:24][C:19]([C:16]2[CH:17]=[CH:18][C:13]([O:12][CH:10]3[CH2:11][NH:8][CH2:9]3)=[CH:14][N:15]=2)=[CH:20][C:21]=1[CH3:29], predict the reactants needed to synthesize it. The reactants are: C(OC([N:8]1[CH2:11][CH:10]([O:12][C:13]2[CH:14]=[N:15][C:16]([C:19]3[CH:24]=[CH:23][C:22]([C:25]([O:27][CH3:28])=[O:26])=[C:21]([CH3:29])[CH:20]=3)=[CH:17][CH:18]=2)[CH2:9]1)=O)(C)(C)C.[C:30]([OH:36])([C:32]([F:35])([F:34])[F:33])=[O:31]. (3) Given the product [Br:1][C:2]1[C:3]([N:25]([CH2:23][CH3:24])[CH2:26][CH2:27][OH:28])=[N:4][CH:5]=[C:6]([CH:21]=1)[C:7]([NH:9][C:10]1[CH:15]=[CH:14][C:13]([O:16][C:17]([F:20])([F:19])[F:18])=[CH:12][CH:11]=1)=[O:8], predict the reactants needed to synthesize it. The reactants are: [Br:1][C:2]1[C:3](Cl)=[N:4][CH:5]=[C:6]([CH:21]=1)[C:7]([NH:9][C:10]1[CH:15]=[CH:14][C:13]([O:16][C:17]([F:20])([F:19])[F:18])=[CH:12][CH:11]=1)=[O:8].[CH2:23]([NH:25][CH2:26][CH2:27][OH:28])[CH3:24].